This data is from Full USPTO retrosynthesis dataset with 1.9M reactions from patents (1976-2016). The task is: Predict the reactants needed to synthesize the given product. (1) Given the product [Br:1][C:2]1[CH:7]=[CH:6][C:5]([C:13]2[CH2:14][CH2:15][S:10][CH2:11][CH:12]=2)=[CH:4][C:3]=1[CH3:9], predict the reactants needed to synthesize it. The reactants are: [Br:1][C:2]1[CH:7]=[CH:6][C:5](I)=[CH:4][C:3]=1[CH3:9].[S:10]1[CH2:15][CH:14]=[C:13](B2OC(C)(C)C(C)(C)O2)[CH2:12][CH2:11]1. (2) The reactants are: [C:1](OCC)(=O)[CH2:2][C:3]([O-:5])=O.[K+].C(N(CC)CC)C.[Cl-].[Mg+2].[Cl-].[N+:21]([C:24]1[CH:25]=[C:26]([CH:30]=[C:31]([N+:33]([O-:35])=[O:34])[CH:32]=1)C(Cl)=O)([O-:23])=[O:22].Cl.[CH3:37][NH:38][NH2:39]. Given the product [N+:21]([C:24]1[CH:25]=[C:26]([C:1]2[CH:2]=[C:3]([OH:5])[N:38]([CH3:37])[N:39]=2)[CH:30]=[C:31]([N+:33]([O-:35])=[O:34])[CH:32]=1)([O-:23])=[O:22], predict the reactants needed to synthesize it. (3) Given the product [CH3:1][C:2]1[CH:3]=[C:4]([CH:12]=[CH:13][C:14]=1[O:15][C:16]1[CH:21]=[CH:20][CH:19]=[CH:18][CH:17]=1)[C:5]([OH:7])=[O:6], predict the reactants needed to synthesize it. The reactants are: [CH3:1][C:2]1[CH:3]=[C:4]([CH:12]=[CH:13][C:14]=1[O:15][C:16]1[CH:21]=[CH:20][CH:19]=[CH:18][CH:17]=1)[C:5]([O:7]C(C)(C)C)=[O:6].FC(F)(F)C(O)=O. (4) Given the product [CH3:16][CH:10]1[O:11][CH2:12][C:13]([CH3:15])([CH3:14])[NH:8][CH2:9]1, predict the reactants needed to synthesize it. The reactants are: C([N:8]1[C:13]([CH3:15])([CH3:14])[CH2:12][O:11][CH:10]([CH3:16])[CH2:9]1)C1C=CC=CC=1. (5) Given the product [C:21]([Si:24]([CH3:26])([CH3:25])[O:18][CH2:17][CH2:16][O:15][CH2:14][CH2:13][O:12][CH2:11][CH2:10][O:9][CH2:8][CH2:7][O:6][CH2:5][CH2:4][O:3][CH2:2][CH2:1][OH:19])([CH3:23])([CH3:22])[CH3:20], predict the reactants needed to synthesize it. The reactants are: [CH2:1]([OH:19])[CH2:2][O:3][CH2:4][CH2:5][O:6][CH2:7][CH2:8][O:9][CH2:10][CH2:11][O:12][CH2:13][CH2:14][O:15][CH2:16][CH2:17][OH:18].[CH3:20][C:21]([Si:24](Cl)([CH3:26])[CH3:25])([CH3:23])[CH3:22].N1C=CN=C1. (6) Given the product [CH3:7][C:6]1[NH:5][N:4]=[C:3]([CH2:8][NH:10][CH3:11])[C:2]=1[OH:1], predict the reactants needed to synthesize it. The reactants are: [OH:1][C:2]1[C:3]([C:8]([NH:10][CH3:11])=O)=[N:4][NH:5][C:6]=1[CH3:7].B.CSC.Cl. (7) Given the product [CH:19]1([N:16]2[CH2:17][CH2:18][C:11]3([CH2:12][CH2:13][N:8]([C:5]4[N:6]=[N:7][C:2]([O:24][CH3:23])=[CH:3][CH:4]=4)[CH2:9][CH2:10]3)[CH2:14][CH2:15]2)[CH2:22][CH2:21][CH2:20]1, predict the reactants needed to synthesize it. The reactants are: Cl[C:2]1[N:7]=[N:6][C:5]([N:8]2[CH2:13][CH2:12][C:11]3([CH2:18][CH2:17][N:16]([CH:19]4[CH2:22][CH2:21][CH2:20]4)[CH2:15][CH2:14]3)[CH2:10][CH2:9]2)=[CH:4][CH:3]=1.[CH3:23][O-:24].[Na+]. (8) Given the product [Cl:1][C:2]1[CH:3]=[CH:4][C:5]2[C:11]3[N:35]=[C:34]([NH:33][C:27]4[CH:28]=[C:29]([O:31][CH3:32])[CH:30]=[C:25]([O:24][CH3:23])[CH:26]=4)[N:36]=[CH:13][C:10]=3[CH2:9][C:8](=[O:17])[NH:7][C:6]=2[CH:18]=1, predict the reactants needed to synthesize it. The reactants are: [Cl:1][C:2]1[CH:3]=[CH:4][C:5]2[C:11](=O)[C:10](=[CH:13]N(C)C)[CH2:9][C:8](=[O:17])[NH:7][C:6]=2[CH:18]=1.[N+]([O-])(O)=O.[CH3:23][O:24][C:25]1[CH:26]=[C:27]([NH:33][C:34]([NH2:36])=[NH:35])[CH:28]=[C:29]([O:31][CH3:32])[CH:30]=1. (9) Given the product [CH3:30][O:29][C:28]1[C:23]([O:12][CH2:11][CH2:10][CH2:9][C:8]2[C:4]([CH:2]([CH3:1])[CH3:3])=[N:5][N:6]([C:13]3[S:14][C:15]([C:18]([F:20])([F:21])[F:19])=[N:16][N:17]=3)[CH:7]=2)=[C:24]([CH2:31][C:32]([OH:34])=[O:33])[CH:25]=[CH:26][CH:27]=1, predict the reactants needed to synthesize it. The reactants are: [CH3:1][CH:2]([C:4]1[C:8]([CH2:9][CH2:10][CH2:11][OH:12])=[CH:7][N:6]([C:13]2[S:14][C:15]([C:18]([F:21])([F:20])[F:19])=[N:16][N:17]=2)[N:5]=1)[CH3:3].O[C:23]1[C:28]([O:29][CH3:30])=[CH:27][CH:26]=[CH:25][C:24]=1[CH2:31][C:32]([O:34]C)=[O:33].C(P(CCCC)CCCC)CCC.N(C(N1CCCCC1)=O)=NC(N1CCCCC1)=O.